This data is from Catalyst prediction with 721,799 reactions and 888 catalyst types from USPTO. The task is: Predict which catalyst facilitates the given reaction. (1) Reactant: [CH3:1][C:2]1[CH:7]=[CH:6][C:5]([CH2:8][N:9]([CH:21]2[CH2:26][CH2:25][N:24](C(OC(C)(C)C)=O)[CH2:23][CH2:22]2)[C:10](=[O:20])[CH2:11][C:12]2[CH:17]=[CH:16][C:15]([O:18][CH3:19])=[CH:14][CH:13]=2)=[CH:4][CH:3]=1.[CH3:34][CH:35]([CH3:38])[CH:36]=O.[BH4-].C(OC(=O)C)(=O)C. The catalyst class is: 8. Product: [CH3:1][C:2]1[CH:3]=[CH:4][C:5]([CH2:8][N:9]([CH:21]2[CH2:26][CH2:25][N:24]([CH2:34][CH:35]([CH3:38])[CH3:36])[CH2:23][CH2:22]2)[C:10](=[O:20])[CH2:11][C:12]2[CH:17]=[CH:16][C:15]([O:18][CH3:19])=[CH:14][CH:13]=2)=[CH:6][CH:7]=1. (2) Reactant: Cl[C:2]1[N:9]=[CH:8][CH:7]=[CH:6][C:3]=1[C:4]#[N:5].[NH2:10][S:11]([CH3:14])(=[O:13])=[O:12].C([O-])([O-])=O.[K+].[K+]. Product: [C:4]([C:3]1[C:2]([NH:10][S:11]([CH3:14])(=[O:13])=[O:12])=[N:9][CH:8]=[CH:7][CH:6]=1)#[N:5]. The catalyst class is: 3. (3) Reactant: [Cl:1][C:2]1[C:7]([F:8])=[C:6]([Cl:9])[CH:5]=[CH:4][C:3]=1[N:10]1[C:14]([C:15]2[CH:20]=[CH:19][C:18]([O:21][CH3:22])=[CH:17][CH:16]=2)=[C:13]([CH3:23])[C:12]([C:24](O)=[O:25])=[N:11]1.C(Cl)(=O)C(Cl)=O.CCN(CC)CC.[NH2:40][N:41]1[CH2:46][CH2:45][CH2:44][CH2:43][CH2:42]1. Product: [N:41]1([NH:40][C:24]([C:12]2[C:13]([CH3:23])=[C:14]([C:15]3[CH:20]=[CH:19][C:18]([O:21][CH3:22])=[CH:17][CH:16]=3)[N:10]([C:3]3[CH:4]=[CH:5][C:6]([Cl:9])=[C:7]([F:8])[C:2]=3[Cl:1])[N:11]=2)=[O:25])[CH2:46][CH2:45][CH2:44][CH2:43][CH2:42]1. The catalyst class is: 139. (4) Reactant: [CH:1]1([NH2:4])[CH2:3][CH2:2]1.[CH:5]1([CH:8]=O)[CH2:7][CH2:6]1.C[Si]([C:14]#[N:15])(C)C. Product: [CH:5]1([CH:8]([NH:4][CH:1]2[CH2:3][CH2:2]2)[C:14]#[N:15])[CH2:7][CH2:6]1. The catalyst class is: 28. (5) Reactant: [CH3:1][NH:2][C:3]([C@@:5]1(N2C=NC3C2=NC(Cl)=NC=3Cl)[C@@H:12]2[C@@H:8]([O:9][C:10]([CH3:14])([CH3:13])[O:11]2)[CH2:7][S:6]1)=[O:4].Cl.IC1C=C(C=CC=1)CN.C(N(CC)CC)C. Product: [CH3:1][NH:2][C:3]([CH:5]1[CH:12]2[CH:8]([O:9][C:10]([CH3:14])([CH3:13])[O:11]2)[CH2:7][S:6]1)=[O:4]. The catalyst class is: 8. (6) Product: [O:1]1[CH2:6][CH:5]([O:7][C:8](=[O:47])[NH:9][C@@H:10]([CH2:40][C:41]2[CH:46]=[CH:45][CH:44]=[CH:43][CH:42]=2)[C@H:11]([OH:39])[CH2:12][N:13]([CH2:31][C:32]([CH3:38])([CH3:37])[CH2:33][CH2:34][C:35]#[N:36])[S:14]([C:17]2[CH:22]=[CH:21][C:20]([OH:23])=[CH:19][CH:18]=2)(=[O:16])=[O:15])[CH2:4][O:3][CH2:2]1. Reactant: [O:1]1[CH2:6][CH:5]([O:7][C:8](=[O:47])[NH:9][C@@H:10]([CH2:40][C:41]2[CH:46]=[CH:45][CH:44]=[CH:43][CH:42]=2)[C@H:11]([OH:39])[CH2:12][N:13]([CH2:31][C:32]([CH3:38])([CH3:37])[CH2:33][CH2:34][C:35]#[N:36])[S:14]([C:17]2[CH:22]=[CH:21][C:20]([O:23]CC3C=CC=CC=3)=[CH:19][CH:18]=2)(=[O:16])=[O:15])[CH2:4][O:3][CH2:2]1. The catalyst class is: 5. (7) Reactant: C(Cl)(=O)C.C(O[C:10]([N:12](C)[CH:13]1[CH2:18][CH2:17][CH:16]([N:19]([CH2:34][C:35]2[CH:36]=[C:37]([C:43]3[CH:48]=[CH:47][N:46]=[C:45]([C:49]([O:51][CH3:52])=[O:50])[CH:44]=3)[CH:38]=[CH:39][C:40]=2[O:41][CH3:42])[C:20]([C:22]2[S:26][C:25]3[C:27]([F:32])=[CH:28][CH:29]=[C:30]([F:31])[C:24]=3[C:23]=2[Cl:33])=[O:21])[CH2:15][CH2:14]1)=O)(C)(C)C. Product: [Cl:33][C:23]1[C:24]2[C:30]([F:31])=[CH:29][CH:28]=[C:27]([F:32])[C:25]=2[S:26][C:22]=1[C:20]([N:19]([CH2:34][C:35]1[CH:36]=[C:37]([C:43]2[CH:48]=[CH:47][N:46]=[C:45]([C:49]([O:51][CH3:52])=[O:50])[CH:44]=2)[CH:38]=[CH:39][C:40]=1[O:41][CH3:42])[CH:16]1[CH2:17][CH2:18][CH:13]([NH:12][CH3:10])[CH2:14][CH2:15]1)=[O:21]. The catalyst class is: 5. (8) Reactant: O[C@H:2]([CH:22]([CH3:24])[CH3:23])[C@H:3]([NH:7][C:8]([O:10][CH2:11][CH2:12][CH2:13][CH2:14][CH2:15][C:16]1[CH:21]=[CH:20][CH:19]=[CH:18][CH:17]=1)=[O:9])[C:4]([OH:6])=[O:5].CCN(CC)CC.CN(C(ON1N=NC2C=CC=CC1=2)=[N+](C)C)C.[B-](F)(F)(F)F. Product: [C:16]1([CH2:15][CH2:14][CH2:13][CH2:12][CH2:11][O:10][C:8](=[O:9])[NH:7][C@H:3]2[C:4](=[O:6])[O:5][C@H:2]2[CH:22]([CH3:24])[CH3:23])[CH:21]=[CH:20][CH:19]=[CH:18][CH:17]=1. The catalyst class is: 2. (9) Reactant: [C:1]([C:5]1[S:9][C:8]([NH:10][C:11](=[O:17])[O:12][C:13]([CH3:16])([CH3:15])[CH3:14])=[N:7][N:6]=1)([CH3:4])([CH3:3])[CH3:2].[CH3:18][C:19](C)([O-:21])[CH3:20].[K+].[CH2:24]1COC[CH2:25]1.CN(C=O)C. Product: [C:1]([C:5]1[S:9]/[C:8](=[N:10]\[C:11](=[O:17])[O:12][C:13]([CH3:16])([CH3:15])[CH3:14])/[N:7]([CH2:18][C@H:19]2[CH2:20][CH2:25][CH2:24][O:21]2)[N:6]=1)([CH3:4])([CH3:2])[CH3:3]. The catalyst class is: 28.